This data is from NCI-60 drug combinations with 297,098 pairs across 59 cell lines. The task is: Regression. Given two drug SMILES strings and cell line genomic features, predict the synergy score measuring deviation from expected non-interaction effect. (1) Drug 1: CC1C(C(CC(O1)OC2CC(CC3=C2C(=C4C(=C3O)C(=O)C5=C(C4=O)C(=CC=C5)OC)O)(C(=O)C)O)N)O.Cl. Drug 2: C(CN)CNCCSP(=O)(O)O. Cell line: SR. Synergy scores: CSS=88.6, Synergy_ZIP=4.01, Synergy_Bliss=6.58, Synergy_Loewe=8.81, Synergy_HSA=10.7. (2) Drug 1: CN1C(=O)N2C=NC(=C2N=N1)C(=O)N. Drug 2: CC1CCC2CC(C(=CC=CC=CC(CC(C(=O)C(C(C(=CC(C(=O)CC(OC(=O)C3CCCCN3C(=O)C(=O)C1(O2)O)C(C)CC4CCC(C(C4)OC)O)C)C)O)OC)C)C)C)OC. Cell line: MOLT-4. Synergy scores: CSS=77.6, Synergy_ZIP=3.65, Synergy_Bliss=5.66, Synergy_Loewe=7.45, Synergy_HSA=8.73.